This data is from Peptide-MHC class I binding affinity with 185,985 pairs from IEDB/IMGT. The task is: Regression. Given a peptide amino acid sequence and an MHC pseudo amino acid sequence, predict their binding affinity value. This is MHC class I binding data. (1) The peptide sequence is QATQDVKNW. The MHC is HLA-B57:02 with pseudo-sequence HLA-B57:02. The binding affinity (normalized) is 0.630. (2) The peptide sequence is ELFYILIAK. The MHC is HLA-B35:01 with pseudo-sequence HLA-B35:01. The binding affinity (normalized) is 0.0847. (3) The peptide sequence is DLLFNEKLK. The MHC is HLA-A33:01 with pseudo-sequence HLA-A33:01. The binding affinity (normalized) is 0.389. (4) The peptide sequence is ALGGSIAVK. The MHC is HLA-A11:01 with pseudo-sequence HLA-A11:01. The binding affinity (normalized) is 0.525. (5) The peptide sequence is LIHQGMHMV. The MHC is HLA-A02:01 with pseudo-sequence HLA-A02:01. The binding affinity (normalized) is 0.514. (6) The peptide sequence is AVYSSSMVK. The MHC is HLA-A33:01 with pseudo-sequence HLA-A33:01. The binding affinity (normalized) is 0.0415.